This data is from Full USPTO retrosynthesis dataset with 1.9M reactions from patents (1976-2016). The task is: Predict the reactants needed to synthesize the given product. (1) Given the product [OH:14][CH:13]([C:9]1[S:8][CH:12]=[CH:11][N:10]=1)[CH:15]1[CH2:16][CH2:17][CH:18]([C:21]([O:23][CH2:24][CH3:25])=[O:22])[CH2:19][CH2:20]1, predict the reactants needed to synthesize it. The reactants are: C([Mg]Cl)(C)C.[Li+].[Cl-].[S:8]1[CH:12]=[CH:11][N:10]=[CH:9]1.[CH:13]([CH:15]1[CH2:20][CH2:19][CH:18]([C:21]([O:23][CH2:24][CH3:25])=[O:22])[CH2:17][CH2:16]1)=[O:14]. (2) The reactants are: [Br:1][C:2]1[CH:11]=[CH:10][C:9]([N+:12]([O-])=O)=[C:8]2[C:3]=1[CH2:4][CH2:5][N:6]([CH2:15][CH3:16])[CH2:7]2. Given the product [Br:1][C:2]1[CH:11]=[CH:10][C:9]([NH2:12])=[C:8]2[C:3]=1[CH2:4][CH2:5][N:6]([CH2:15][CH3:16])[CH2:7]2, predict the reactants needed to synthesize it. (3) Given the product [CH3:38][C:30]1[CH:31]=[CH:32][C:33]([N+:35]([O-:37])=[O:36])=[CH:34][C:29]=1[N:26]1[CH2:25][CH2:24][C:22]2[N:23]=[C:18]([NH:17][C:2]3[CH:7]=[CH:6][C:5]([C:8]([N:10]4[CH2:15][CH2:14][N:13]([CH3:16])[CH2:12][CH2:11]4)=[O:9])=[CH:4][CH:3]=3)[N:19]=[CH:20][C:21]=2[C:27]1=[O:28], predict the reactants needed to synthesize it. The reactants are: I[C:2]1[CH:7]=[CH:6][C:5]([C:8]([N:10]2[CH2:15][CH2:14][N:13]([CH3:16])[CH2:12][CH2:11]2)=[O:9])=[CH:4][CH:3]=1.[NH2:17][C:18]1[N:19]=[CH:20][C:21]2[C:27](=[O:28])[N:26]([C:29]3[CH:34]=[C:33]([N+:35]([O-:37])=[O:36])[CH:32]=[CH:31][C:30]=3[CH3:38])[CH2:25][CH2:24][C:22]=2[N:23]=1.C(=O)([O-])[O-].[Cs+].[Cs+]. (4) Given the product [C:42]([C:17]1[CH:18]=[C:19]2[C:24](=[CH:25][C:16]=1[O:15][CH2:14][CH:11]1[CH2:10][CH2:9][NH:8][CH2:13][CH2:12]1)[N:23]=[CH:22][CH:21]=[C:20]2[O:26][C:27]1[CH:28]=[CH:29][C:30]([NH:33][C:34]([NH:36][C:37]2[S:38][CH:39]=[CH:40][N:41]=2)=[O:35])=[CH:31][CH:32]=1)#[N:43], predict the reactants needed to synthesize it. The reactants are: C(OC([N:8]1[CH2:13][CH2:12][CH:11]([CH2:14][O:15][C:16]2[CH:25]=[C:24]3[C:19]([C:20]([O:26][C:27]4[CH:32]=[CH:31][C:30]([NH:33][C:34]([NH:36][C:37]5[S:38][CH:39]=[CH:40][N:41]=5)=[O:35])=[CH:29][CH:28]=4)=[CH:21][CH:22]=[N:23]3)=[CH:18][C:17]=2[C:42]#[N:43])[CH2:10][CH2:9]1)=O)(C)(C)C.FC(F)(F)C(O)=O. (5) Given the product [F:1][C:2]1[C:10]([N+:11]([O-:13])=[O:12])=[CH:9][CH:8]=[CH:7][C:3]=1[C:4]([Cl:16])=[O:5], predict the reactants needed to synthesize it. The reactants are: [F:1][C:2]1[C:10]([N+:11]([O-:13])=[O:12])=[CH:9][CH:8]=[CH:7][C:3]=1[C:4](O)=[O:5].S(Cl)([Cl:16])=O. (6) The reactants are: Cl[C:2]1[CH:3]=[C:4]([NH:11][C:12]2[CH:17]=[CH:16][CH:15]=[C:14]([N:18]3[CH2:22][CH2:21][CH2:20][CH:19]3[CH3:23])[N:13]=2)[C:5]2[N:6]([CH:8]=[CH:9][N:10]=2)[N:7]=1.[C:24]1([CH3:33])[CH:29]=[CH:28][CH:27]=[CH:26][C:25]=1B(O)O.CC(C1C=C(C(C)C)C(C2C=CC=CC=2P(C2CCCCC2)C2CCCCC2)=C(C(C)C)C=1)C.C([O-])([O-])=O.[Na+].[Na+]. Given the product [CH3:23][CH:19]1[CH2:20][CH2:21][CH2:22][N:18]1[C:14]1[N:13]=[C:12]([NH:11][C:4]2[C:5]3[N:6]([CH:8]=[CH:9][N:10]=3)[N:7]=[C:2]([C:25]3[CH:26]=[CH:27][CH:28]=[CH:29][C:24]=3[CH3:33])[CH:3]=2)[CH:17]=[CH:16][CH:15]=1, predict the reactants needed to synthesize it. (7) Given the product [CH3:1][O:2][C:3]([C:5]1[N:6]([CH3:11])[N:7]=[C:8]([O:10][CH2:24][C:14]2[C:15]([CH:18]3[CH2:23][CH2:22][O:21][CH2:20][CH2:19]3)=[N:16][O:17][C:13]=2[CH3:12])[CH:9]=1)=[O:4], predict the reactants needed to synthesize it. The reactants are: [CH3:1][O:2][C:3]([C:5]1[N:6]([CH3:11])[N:7]=[C:8]([OH:10])[CH:9]=1)=[O:4].[CH3:12][C:13]1[O:17][N:16]=[C:15]([CH:18]2[CH2:23][CH2:22][O:21][CH2:20][CH2:19]2)[C:14]=1[CH2:24]O.C1(P(C2C=CC=CC=2)C2C=CC=CC=2)C=CC=CC=1.N(C(OC(C)C)=O)=NC(OC(C)C)=O.